This data is from Reaction yield outcomes from USPTO patents with 853,638 reactions. The task is: Predict the reaction yield, written as a fraction of the theoretical maximum amount of product (1.0 means a 100% yield; for example, 0.34 means a 34% yield). (1) The reactants are [NH:1]1[CH2:6][CH2:5][CH:4]([CH2:7][C:8]2[C:16]3[C:11](=[CH:12][CH:13]=[CH:14][CH:15]=3)[NH:10][CH:9]=2)[CH2:3][CH2:2]1.[OH-].[Na+].[CH3:19][C:20]([O:23][C:24](O[C:24]([O:23][C:20]([CH3:22])([CH3:21])[CH3:19])=[O:25])=[O:25])([CH3:22])[CH3:21]. The catalyst is O1CCOCC1. The product is [NH:10]1[C:11]2[C:16](=[CH:15][CH:14]=[CH:13][CH:12]=2)[C:8]([CH2:7][CH:4]2[CH2:5][CH2:6][N:1]([C:24]([O:23][C:20]([CH3:22])([CH3:21])[CH3:19])=[O:25])[CH2:2][CH2:3]2)=[CH:9]1. The yield is 0.900. (2) The reactants are [CH3:1][O:2][C:3]([C:5]1[S:9][C:8]([N:10]2[CH2:15][CH2:14][NH:13][CH2:12][CH2:11]2)=[N:7][CH:6]=1)=[O:4].[CH3:16][O:17][C:18]1[CH:19]=[C:20]([S:26](Cl)(=[O:28])=[O:27])[CH:21]=[CH:22][C:23]=1[O:24][CH3:25].C(N(CC)CC)C.O. The catalyst is ClCCl. The product is [CH3:1][O:2][C:3]([C:5]1[S:9][C:8]([N:10]2[CH2:11][CH2:12][N:13]([S:26]([C:20]3[CH:21]=[CH:22][C:23]([O:24][CH3:25])=[C:18]([O:17][CH3:16])[CH:19]=3)(=[O:28])=[O:27])[CH2:14][CH2:15]2)=[N:7][CH:6]=1)=[O:4]. The yield is 0.530. (3) The yield is 0.639. No catalyst specified. The reactants are [C:1]([C:3]1[CH:23]=[CH:22][C:6]([CH2:7][N:8]2[CH:17]=[CH:16][C:15]3[C:10](=[CH:11][C:12]([C:18]([OH:20])=O)=[CH:13][CH:14]=3)[C:9]2=[O:21])=[CH:5][CH:4]=1)#[N:2].[CH3:24][O:25][C:26]1[CH:33]=[CH:32][C:29]([CH2:30][NH2:31])=[CH:28][CH:27]=1. The product is [CH3:24][O:25][C:26]1[CH:33]=[CH:32][C:29]([CH2:30][NH:31][C:18]([C:12]2[CH:11]=[C:10]3[C:15]([CH:16]=[CH:17][N:8]([CH2:7][C:6]4[CH:22]=[CH:23][C:3]([C:1]#[N:2])=[CH:4][CH:5]=4)[C:9]3=[O:21])=[CH:14][CH:13]=2)=[O:20])=[CH:28][CH:27]=1. (4) The reactants are [I:1][C:2]1[CH:18]=[CH:17][C:5]2[C:6](=[O:16])[CH:7](C(OC)=O)[CH2:8][C:9](=[O:11])[NH:10][C:4]=2[CH:3]=1.Cl. The catalyst is CS(C)=O.O. The product is [I:1][C:2]1[CH:18]=[CH:17][C:5]2[C:6](=[O:16])[CH2:7][CH2:8][C:9](=[O:11])[NH:10][C:4]=2[CH:3]=1. The yield is 0.970. (5) The reactants are [C:1]([C:3]1[CH:4]=[N:5][CH:6]=[CH:7][CH:8]=1)#[CH:2].[CH3:9][C:10]1([CH3:17])[C:14]([CH3:16])([CH3:15])[O:13][BH:12][O:11]1. The catalyst is C1(C)C=CC=CC=1. The product is [CH3:9][C:10]1([CH3:17])[C:14]([CH3:16])([CH3:15])[O:13][B:12](/[CH:2]=[CH:1]/[C:3]2[CH:4]=[N:5][CH:6]=[CH:7][CH:8]=2)[O:11]1. The yield is 0.500.